This data is from Full USPTO retrosynthesis dataset with 1.9M reactions from patents (1976-2016). The task is: Predict the reactants needed to synthesize the given product. (1) Given the product [Br:6][C:7]1[C:15]2[N:14]=[C:13]([CH:16]([F:17])[F:18])[N:12]([CH2:23][C:24]3[CH:29]=[CH:28][CH:27]=[C:26]([C:30]([F:31])([F:32])[F:33])[C:25]=3[CH3:34])[C:11]=2[CH:10]=[C:9]([N+:19]([O-:21])=[O:20])[CH:8]=1, predict the reactants needed to synthesize it. The reactants are: CN(C=O)C.[Br:6][C:7]1[C:15]2[N:14]=[C:13]([CH:16]([F:18])[F:17])[NH:12][C:11]=2[CH:10]=[C:9]([N+:19]([O-:21])=[O:20])[CH:8]=1.Br[CH2:23][C:24]1[CH:29]=[CH:28][CH:27]=[C:26]([C:30]([F:33])([F:32])[F:31])[C:25]=1[CH3:34].C(=O)([O-])[O-].[K+].[K+]. (2) Given the product [F:1][C:2]1[CH:7]=[CH:6][C:5]([B:8]2[O:12][C:11]([CH3:14])([CH3:13])[C:10]([CH3:16])([CH3:15])[O:9]2)=[CH:4][C:3]=1[C@:17]1([CH2:28][F:29])[CH2:22][C@@H:21]([C:23]([F:26])([F:25])[F:24])[O:20][C:19]([NH:27][C:37](=[O:44])[C:38]2[CH:43]=[CH:42][CH:41]=[CH:40][CH:39]=2)=[N:18]1, predict the reactants needed to synthesize it. The reactants are: [F:1][C:2]1[CH:7]=[CH:6][C:5]([B:8]2[O:12][C:11]([CH3:14])([CH3:13])[C:10]([CH3:16])([CH3:15])[O:9]2)=[CH:4][C:3]=1[C@:17]1([CH2:28][F:29])[CH2:22][C@@H:21]([C:23]([F:26])([F:25])[F:24])[O:20][C:19]([NH2:27])=[N:18]1.C(N(CC)CC)C.[C:37](O[C:37](=[O:44])[C:38]1[CH:43]=[CH:42][CH:41]=[CH:40][CH:39]=1)(=[O:44])[C:38]1[CH:43]=[CH:42][CH:41]=[CH:40][CH:39]=1. (3) Given the product [CH3:25][C:24]1[CH:23]=[C:22]([CH3:26])[NH:21][C:20](=[O:27])[C:19]=1[CH2:18][NH:17][C:15]([C:4]1[C:5]2[C:6]([CH3:14])=[CH:7][N:8]([CH:11]([CH3:13])[CH3:12])[C:9]=2[CH:10]=[C:2]([C:36]2[CH:41]=[N:40][C:39]([N:42]3[CH2:43][CH2:44][NH:45][CH2:46][CH2:47]3)=[CH:38][CH:37]=2)[CH:3]=1)=[O:16], predict the reactants needed to synthesize it. The reactants are: Br[C:2]1[CH:3]=[C:4]([C:15]([NH:17][CH2:18][C:19]2[C:20](=[O:27])[NH:21][C:22]([CH3:26])=[CH:23][C:24]=2[CH3:25])=[O:16])[C:5]2[C:6]([CH3:14])=[CH:7][N:8]([CH:11]([CH3:13])[CH3:12])[C:9]=2[CH:10]=1.CC1(C)C(C)(C)OB([C:36]2[CH:37]=[CH:38][C:39]([N:42]3[CH2:47][CH2:46][NH:45][CH2:44][CH2:43]3)=[N:40][CH:41]=2)O1.P([O-])([O-])([O-])=O.[K+].[K+].[K+].O1CCOCC1. (4) Given the product [CH3:41][C:42]1[C:43]([N:49]2[CH2:50][CH2:51][N:52]([C:55]([C:57]3[CH:58]=[CH:59][C:60]([N:63]4[CH:67]([CH2:68][CH3:69])[CH2:66][NH:65][C:64]4=[O:79])=[CH:61][CH:62]=3)=[O:56])[CH2:53][CH2:54]2)=[N:44][CH:45]=[C:46]([CH3:48])[CH:47]=1, predict the reactants needed to synthesize it. The reactants are: CC1C(N2CCN(C(C3C=CC(I)=CC=3)=O)CC2)=NC=C(C)C=1.C(C1CN(CC2C=CC(OC)=CC=2)C(=O)N1)C.[CH3:41][C:42]1[C:43]([N:49]2[CH2:54][CH2:53][N:52]([C:55]([C:57]3[CH:62]=[CH:61][C:60]([N:63]4[CH:67]([CH2:68][CH3:69])[CH2:66][N:65](CC5C=CC(OC)=CC=5)[C:64]4=[O:79])=[CH:59][CH:58]=3)=[O:56])[CH2:51][CH2:50]2)=[N:44][CH:45]=[C:46]([CH3:48])[CH:47]=1.